Dataset: Full USPTO retrosynthesis dataset with 1.9M reactions from patents (1976-2016). Task: Predict the reactants needed to synthesize the given product. Given the product [CH2:15]([N:17]1[C:8]([NH2:9])=[C:3]2[C:2]([CH2:7][CH2:6][CH2:5][CH2:4]2)=[N:18]1)[CH3:16], predict the reactants needed to synthesize it. The reactants are: O=[C:2]1[CH2:7][CH2:6][CH2:5][CH2:4][CH:3]1[C:8]#[N:9].C([O-])(=O)C.[Na+].[CH2:15]([NH:17][NH2:18])[CH3:16].C([O-])(=O)C([O-])=O.